Predict the product of the given reaction. From a dataset of Forward reaction prediction with 1.9M reactions from USPTO patents (1976-2016). Given the reactants [CH3:1][C:2]([OH:6])([C:4]#[CH:5])[CH3:3].[Li]CCCC.CON(C)[C:15](=[O:24])[C:16]1[CH:21]=[CH:20][C:19]([O:22][CH3:23])=[CH:18][CH:17]=1, predict the reaction product. The product is: [OH:6][C:2]([CH3:3])([CH3:1])[C:4]#[C:5][C:15]([C:16]1[CH:21]=[CH:20][C:19]([O:22][CH3:23])=[CH:18][CH:17]=1)=[O:24].